From a dataset of Tyrosyl-DNA phosphodiesterase HTS with 341,365 compounds. Binary Classification. Given a drug SMILES string, predict its activity (active/inactive) in a high-throughput screening assay against a specified biological target. (1) The compound is S(=O)(=O)(c1ccc(NC(=O)CSCc2c(onc2C)C)cc1)C. The result is 0 (inactive). (2) The molecule is O=C(N(CC)CC(=O)Nc1c(OC)cccc1)C1C2CC(C1)C=C2. The result is 0 (inactive). (3) The drug is FC(F)(F)c1c(NC(=O)N2CCN(CC2)C(c2ccccc2)c2ccccc2)cccc1. The result is 0 (inactive). (4) The drug is O=C(N1CCN(CC1)c1ccc(O)cc1)c1n(nc(C2CC2)c1)c1ccccc1. The result is 0 (inactive).